From a dataset of Peptide-MHC class II binding affinity with 134,281 pairs from IEDB. Regression. Given a peptide amino acid sequence and an MHC pseudo amino acid sequence, predict their binding affinity value. This is MHC class II binding data. (1) The peptide sequence is YDKFLANVWTVLTGK. The MHC is DRB1_0101 with pseudo-sequence DRB1_0101. The binding affinity (normalized) is 0.805. (2) The peptide sequence is KLLPVPPTVTIFKIS. The MHC is DRB4_0101 with pseudo-sequence DRB4_0103. The binding affinity (normalized) is 0.361. (3) The MHC is HLA-DQA10501-DQB10301 with pseudo-sequence HLA-DQA10501-DQB10301. The peptide sequence is EGHLRFLKNIILPVY. The binding affinity (normalized) is 0.255.